This data is from Catalyst prediction with 721,799 reactions and 888 catalyst types from USPTO. The task is: Predict which catalyst facilitates the given reaction. (1) Reactant: [C:1]1([CH3:14])[CH:6]=[CH:5][C:4]([C:7]2([OH:13])[CH2:12][CH2:11][NH:10][CH2:9][CH2:8]2)=[CH:3][CH:2]=1.ClCCNC(N[C:22]1[C:31]2[C:26](=[CH:27][CH:28]=[CH:29][CH:30]=2)N=C(C)C=1)=O.C([O-])(O)=O.[Na+].N[C@H](C(O)=O)CC1C=C2C(C=CC=C2)=CC=1. Product: [CH2:22]([N:10]1[CH2:9][CH2:8][C:7]([C:4]2[CH:3]=[CH:2][C:1]([CH3:14])=[CH:6][CH:5]=2)([OH:13])[CH2:12][CH2:11]1)[C:31]1[CH:26]=[CH:27][CH:28]=[CH:29][CH:30]=1. The catalyst class is: 1. (2) Reactant: Br[C:2]1[CH:7]=[CH:6][CH:5]=[CH:4][C:3]=1[F:8].[NH:9]1[CH2:19][CH2:18][CH:12]([C:13]([O:15][CH2:16][CH3:17])=[O:14])[CH2:11][CH2:10]1.CC(C)([O-])C.[Na+].C1(P(C2C=CC=CC=2)C2C=CC3C(=CC=CC=3)C=2C2C3C(=CC=CC=3)C=CC=2P(C2C=CC=CC=2)C2C=CC=CC=2)C=CC=CC=1. Product: [CH2:16]([O:15][C:13]([CH:12]1[CH2:18][CH2:19][N:9]([C:2]2[CH:7]=[CH:6][CH:5]=[CH:4][C:3]=2[F:8])[CH2:10][CH2:11]1)=[O:14])[CH3:17]. The catalyst class is: 491. (3) Reactant: [C:1]([NH:4][C:5]1[NH:6][C:7](=[O:33])[C:8]2[S:13][C:12](=[O:14])[N:11]([C@@H:15]3[O:27][C@H:26]([CH2:28][O:29][C:30](=[O:32])[CH3:31])[C@@H:21]([O:22][C:23](=[O:25])[CH3:24])[C@H:16]3[O:17][C:18](=[O:20])[CH3:19])[C:9]=2[N:10]=1)(=[O:3])[CH3:2].[CH:34]1[CH:39]=CC(P(C2C=CC=CC=2)C2C=CC=CC=2)=C[CH:35]=1.C(O)(C)C.N(C(OCC)=O)=NC(OCC)=O. Product: [C:1]([NH:4][C:5]1[N:6]=[C:7]([O:33][CH:34]([CH3:39])[CH3:35])[C:8]2[S:13][C:12](=[O:14])[N:11]([C@@H:15]3[O:27][C@H:26]([CH2:28][O:29][C:30](=[O:32])[CH3:31])[C@@H:21]([O:22][C:23](=[O:25])[CH3:24])[C@H:16]3[O:17][C:18](=[O:20])[CH3:19])[C:9]=2[N:10]=1)(=[O:3])[CH3:2]. The catalyst class is: 1. (4) Reactant: S(Cl)([Cl:3])=O.[C:5]1([C:11]2[CH:15]=[C:14]([CH2:16]O)[NH:13][N:12]=2)[CH:10]=[CH:9][CH:8]=[CH:7][CH:6]=1. Product: [Cl:3][CH2:16][C:14]1[NH:13][N:12]=[C:11]([C:5]2[CH:10]=[CH:9][CH:8]=[CH:7][CH:6]=2)[CH:15]=1. The catalyst class is: 204. (5) Reactant: Cl.[CH2:2]([N:4]([CH2:8][CH3:9])[CH2:5][CH2:6]Cl)[CH3:3].[NH2:10][CH2:11][CH2:12][OH:13]. Product: [CH2:2]([N:4]([CH2:8][CH3:9])[CH2:5][CH2:6][NH:10][CH2:11][CH2:12][OH:13])[CH3:3]. The catalyst class is: 74. (6) Reactant: [Br:1][C:2]1[CH:3]=[C:4]([NH:10][C:11]2[CH:15]=[C:14]([CH3:16])[NH:13][N:12]=2)[C:5](=[O:9])[N:6]([CH3:8])[CH:7]=1.[H-].[Na+].[CH3:19]I.O. Product: [Br:1][C:2]1[CH:3]=[C:4]([NH:10][C:11]2[CH:15]=[C:14]([CH3:16])[N:13]([CH3:19])[N:12]=2)[C:5](=[O:9])[N:6]([CH3:8])[CH:7]=1. The catalyst class is: 3.